Dataset: Catalyst prediction with 721,799 reactions and 888 catalyst types from USPTO. Task: Predict which catalyst facilitates the given reaction. Reactant: ClC1C(C(C(F)(F)F)CC(OC)=O)=C(Cl)N=CN=1.COC1C=C(OC)C=CC=1CN.CN(C)C=O.[Cl:36][C:37]1[C:42]([CH:43]([C:49]([F:52])([F:51])[F:50])[CH2:44][C:45]([O:47]C)=O)=[C:41]([NH:53][CH2:54][C:55]2[CH:60]=[CH:59][C:58]([O:61][CH3:62])=[CH:57][C:56]=2[O:63][CH3:64])[N:40]=[CH:39][N:38]=1. Product: [Cl:36][C:37]1[C:42]2[CH:43]([C:49]([F:51])([F:52])[F:50])[CH2:44][C:45](=[O:47])[N:53]([CH2:54][C:55]3[CH:60]=[CH:59][C:58]([O:61][CH3:62])=[CH:57][C:56]=3[O:63][CH3:64])[C:41]=2[N:40]=[CH:39][N:38]=1. The catalyst class is: 6.